This data is from Catalyst prediction with 721,799 reactions and 888 catalyst types from USPTO. The task is: Predict which catalyst facilitates the given reaction. (1) Reactant: [CH2:1]([N:8]1[CH2:12][CH:11]=[C:10]([CH2:13][OH:14])[CH2:9]1)[C:2]1[CH:7]=[CH:6][CH:5]=[CH:4][CH:3]=1.[Br:15][C:16]1[CH:21]=[CH:20][C:19]([C:22]([F:25])([F:24])[F:23])=[CH:18][C:17]=1O.CCOC(/N=N/C(OCC)=O)=O.C1(P(C2C=CC=CC=2)C2C=CC=CC=2)C=CC=CC=1. Product: [CH2:1]([N:8]1[CH2:12][CH:11]=[C:10]([CH2:13][O:14][C:17]2[CH:18]=[C:19]([C:22]([F:24])([F:25])[F:23])[CH:20]=[CH:21][C:16]=2[Br:15])[CH2:9]1)[C:2]1[CH:7]=[CH:6][CH:5]=[CH:4][CH:3]=1. The catalyst class is: 7. (2) Reactant: [Li+].CC([N-]C(C)C)C.[F:9][C:10]1[CH:11]=[C:12]([CH:20]([C:23]2[CH:28]=[CH:27][C:26]([F:29])=[CH:25][N:24]=2)[C:21]#[N:22])[CH:13]=[C:14]([C:16]([F:19])([F:18])[F:17])[CH:15]=1.[CH2:30](Br)[C:31]1[CH:36]=[CH:35][CH:34]=[CH:33][CH:32]=1. Product: [F:9][C:10]1[CH:11]=[C:12]([C:20]([C:23]2[CH:28]=[CH:27][C:26]([F:29])=[CH:25][N:24]=2)([CH2:30][C:31]2[CH:36]=[CH:35][CH:34]=[CH:33][CH:32]=2)[C:21]#[N:22])[CH:13]=[C:14]([C:16]([F:19])([F:18])[F:17])[CH:15]=1. The catalyst class is: 76. (3) Reactant: [H-].C([Al+]CC(C)C)C(C)C.[F:11][C:12]1[CH:13]=[C:14]([NH:25][S:26]([C:29]2[CH:38]=[CH:37][CH:36]=[CH:35][C:30]=2[C:31](OC)=[O:32])(=[O:28])=[O:27])[CH:15]=[C:16]([O:18][C:19]2[CH:20]=[N:21][CH:22]=[CH:23][CH:24]=2)[CH:17]=1.[C@H](O)(C([O-])=O)[C@@H](O)C([O-])=O.[Na+].[K+].C(OCC)(=O)C. Product: [F:11][C:12]1[CH:13]=[C:14]([NH:25][S:26]([C:29]2[CH:38]=[CH:37][CH:36]=[CH:35][C:30]=2[CH2:31][OH:32])(=[O:28])=[O:27])[CH:15]=[C:16]([O:18][C:19]2[CH:20]=[N:21][CH:22]=[CH:23][CH:24]=2)[CH:17]=1. The catalyst class is: 7. (4) Reactant: Br[C:2]1[CH:3]=[C:4]([N+:10]([O-:12])=[O:11])[C:5](=[O:9])[N:6]([CH3:8])[CH:7]=1.[CH3:13][C:14]1([CH3:30])[C:18]([CH3:20])([CH3:19])[O:17][B:16]([B:16]2[O:17][C:18]([CH3:20])([CH3:19])[C:14]([CH3:30])([CH3:13])[O:15]2)[O:15]1.C([O-])(=O)C.[K+].C(Cl)Cl. Product: [CH3:8][N:6]1[CH:7]=[C:2]([B:16]2[O:17][C:18]([CH3:20])([CH3:19])[C:14]([CH3:30])([CH3:13])[O:15]2)[CH:3]=[C:4]([N+:10]([O-:12])=[O:11])[C:5]1=[O:9]. The catalyst class is: 294. (5) Reactant: C(OC([N:8]1[CH2:12][CH2:11][C:10]([C:15]2[CH:20]=[CH:19][C:18]([F:21])=[C:17]([F:22])[CH:16]=2)([O:13][CH3:14])[CH2:9]1)=O)(C)(C)C.FC(F)(F)C(O)=O. Product: [F:22][C:17]1[CH:16]=[C:15]([C:10]2([O:13][CH3:14])[CH2:11][CH2:12][NH:8][CH2:9]2)[CH:20]=[CH:19][C:18]=1[F:21]. The catalyst class is: 4. (6) The catalyst class is: 3. Product: [CH3:1][O:2][P:3]([CH2:7][N:8]([S:9]([C:12]1[S:13][C:14]2[CH:20]=[CH:19][CH:18]=[CH:17][C:15]=2[CH:16]=1)(=[O:10])=[O:11])[CH3:21])(=[O:6])[O:4][CH3:5]. Reactant: [CH3:1][O:2][P:3]([CH2:7][NH:8][S:9]([C:12]1[S:13][C:14]2[CH:20]=[CH:19][CH:18]=[CH:17][C:15]=2[CH:16]=1)(=[O:11])=[O:10])(=[O:6])[O:4][CH3:5].[C:21](=O)([O-])[O-].[Cs+].[Cs+].CI.